From a dataset of Full USPTO retrosynthesis dataset with 1.9M reactions from patents (1976-2016). Predict the reactants needed to synthesize the given product. (1) Given the product [CH3:1][C:2]1[S:6][C:5]([CH2:7][CH:8]2[CH2:13][CH2:12][CH:11]([C:14]3[S:15][C:16]([C:19]4[CH:20]=[CH:21][C:22]([NH:23][C:36]([NH:35][C:28]5[CH:29]=[C:30]([F:34])[C:31]([F:33])=[CH:32][C:27]=5[F:26])=[O:37])=[CH:24][CH:25]=4)=[CH:17][N:18]=3)[CH2:10][CH2:9]2)=[N:4][N:3]=1, predict the reactants needed to synthesize it. The reactants are: [CH3:1][C:2]1[S:6][C:5]([CH2:7][CH:8]2[CH2:13][CH2:12][CH:11]([C:14]3[S:15][C:16]([C:19]4[CH:25]=[CH:24][C:22]([NH2:23])=[CH:21][CH:20]=4)=[CH:17][N:18]=3)[CH2:10][CH2:9]2)=[N:4][N:3]=1.[F:26][C:27]1[CH:32]=[C:31]([F:33])[C:30]([F:34])=[CH:29][C:28]=1[N:35]=[C:36]=[O:37]. (2) Given the product [C:26]([C:23]1[CH:24]=[CH:25][C:14]([CH2:13][NH:12][C:8]([C:4]2[CH:5]=[C:6]([CH3:7])[N:2]([CH3:1])[N:3]=2)=[O:10])=[C:15]([O:16][CH2:17][C:18](=[O:19])[NH:20][CH3:21])[CH:22]=1)#[N:27], predict the reactants needed to synthesize it. The reactants are: [CH3:1][N:2]1[C:6]([CH3:7])=[CH:5][C:4]([C:8]([OH:10])=O)=[N:3]1.Cl.[NH2:12][CH2:13][C:14]1[CH:25]=[CH:24][C:23]([C:26]#[N:27])=[CH:22][C:15]=1[O:16][CH2:17][C:18]([NH:20][CH3:21])=[O:19]. (3) The reactants are: [H-].[Na+].[F:3][C:4]1[CH:9]=[CH:8][C:7]([C:10]2[C:18]3[C:13](=[N:14][CH:15]=[CH:16][N:17]=3)[NH:12][C:11]=2[C:19]2[CH:24]=[CH:23][N:22]=[CH:21][CH:20]=2)=[CH:6][CH:5]=1.Br[CH2:26][CH2:27][CH2:28][Cl:29].O. Given the product [Cl:29][CH2:28][CH2:27][CH2:26][N:17]1[CH2:16][CH:15]=[N:14][C:13]2[NH:12][C:11]([C:19]3[CH:24]=[CH:23][N:22]=[CH:21][CH:20]=3)=[C:10]([C:7]3[CH:8]=[CH:9][C:4]([F:3])=[CH:5][CH:6]=3)[C:18]1=2, predict the reactants needed to synthesize it. (4) Given the product [NH2:24][C:25]12[CH2:32][CH2:31][CH:28]([CH2:29][CH2:30]1)[CH2:27][CH2:26]2, predict the reactants needed to synthesize it. The reactants are: CC1(C)C(C)(C)OC(OC2C=CC([N+]([O-])=O)=CC=2)=NS1(=O)=O.Cl.[NH2:24][C:25]12[CH2:32][CH2:31][CH:28]([CH2:29][CH2:30]1)[CH2:27][CH2:26]2. (5) Given the product [OH:13][C:14]1[CH:19]=[CH:18][CH:17]=[CH:16][C:15]=1[CH2:10][CH2:9][N:8]=[C:6]=[S:7], predict the reactants needed to synthesize it. The reactants are: C1N=CN([C:6]([N:8]2C=N[CH:10]=[CH:9]2)=[S:7])C=1.[OH:13][C:14]1[CH:19]=[CH:18][CH:17]=[CH:16][C:15]=1CCN.C(N(CC)CC)C. (6) Given the product [CH2:1]([O:8][C@@H:9]1[C@@H:14]([O:15][CH2:16][C:17]2[CH:18]=[CH:19][CH:20]=[CH:21][CH:22]=2)[C@H:13]([O:23][CH2:24][C:25]2[CH:30]=[CH:29][CH:28]=[CH:27][CH:26]=2)[C@@H:12]([CH2:31][O:32][CH2:33][C:34]2[CH:35]=[CH:36][CH:37]=[CH:38][CH:39]=2)[O:11][C@H:10]1[C:40]1[CH:41]=[C:42]([CH:43]=[CH:44][CH:45]=1)[CH:46]=[O:47])[C:2]1[CH:7]=[CH:6][CH:5]=[CH:4][CH:3]=1, predict the reactants needed to synthesize it. The reactants are: [CH2:1]([O:8][C@@H:9]1[C@@H:14]([O:15][CH2:16][C:17]2[CH:22]=[CH:21][CH:20]=[CH:19][CH:18]=2)[C@H:13]([O:23][CH2:24][C:25]2[CH:30]=[CH:29][CH:28]=[CH:27][CH:26]=2)[C@@H:12]([CH2:31][O:32][CH2:33][C:34]2[CH:39]=[CH:38][CH:37]=[CH:36][CH:35]=2)[O:11][C@H:10]1[C:40]1[CH:45]=[CH:44][CH:43]=[C:42]([CH2:46][OH:47])[CH:41]=1)[C:2]1[CH:7]=[CH:6][CH:5]=[CH:4][CH:3]=1.